Dataset: Reaction yield outcomes from USPTO patents with 853,638 reactions. Task: Predict the reaction yield, written as a fraction of the theoretical maximum amount of product (1.0 means a 100% yield; for example, 0.34 means a 34% yield). (1) The reactants are C([N-]C(C)C)(C)C.[Li+].[CH3:9][O:10][C:11](=[O:22])[CH2:12][C:13]1[CH:18]=[CH:17][CH:16]=[C:15]([N+:19]([O-:21])=[O:20])[CH:14]=1.I[CH2:24][CH:25]1[CH2:29][CH2:28][CH2:27][CH2:26]1. The catalyst is O1CCCC1.CN1CCCN(C)C1=O.CN1CCCN(C)C1=O. The yield is 0.468. The product is [CH3:9][O:10][C:11](=[O:22])[CH:12]([C:13]1[CH:18]=[CH:17][CH:16]=[C:15]([N+:19]([O-:21])=[O:20])[CH:14]=1)[CH2:24][CH:25]1[CH2:29][CH2:28][CH2:27][CH2:26]1. (2) The reactants are C(N1CCCC(NC2C=C(N(CC3C=CC(OC)=CC=3)C3C=CC=CC=3)C3N(C(C#N)=CN=3)N=2)C1)C1C=CC=CC=1.[NH2:42][N:43]1[CH:47]=[CH:46][N:45]=[C:44]1[C:48]([O:50][CH2:51][CH3:52])=[O:49].[C:53]([CH2:55][C:56](Cl)=[O:57])#[N:54].N1C=CC=CC=1. The catalyst is ClCCCl. The product is [C:53]([CH2:55][C:56]([NH:42][N:43]1[CH:47]=[CH:46][N:45]=[C:44]1[C:48]([O:50][CH2:51][CH3:52])=[O:49])=[O:57])#[N:54]. The yield is 0.663. (3) The reactants are [Cl:1][C:2]1[C:3]([O:12][C:13]2[CH:18]=[C:17]([O:19][Si](C(C)C)(C(C)C)C(C)C)[CH:16]=[CH:15][C:14]=2[CH2:30][CH2:31][CH2:32][OH:33])=[N:4][CH:5]=[C:6]([C:8]([F:11])([F:10])[F:9])[CH:7]=1.O[C:35]1[C:39]([CH2:40][C:41]([O:43][CH3:44])=[O:42])=[CH:38][N:37]([CH3:45])[N:36]=1.C(P(CCCC)CCCC)CCC.N(C(N1CCCCC1)=O)=NC(N1CCCCC1)=O.[F-].C([N+](CCCC)(CCCC)CCCC)CCC. The catalyst is O1CCCC1.O. The product is [Cl:1][C:2]1[C:3]([O:12][C:13]2[CH:18]=[C:17]([OH:19])[CH:16]=[CH:15][C:14]=2[CH2:30][CH2:31][CH2:32][O:33][C:35]2[C:39]([CH2:40][C:41]([O:43][CH3:44])=[O:42])=[CH:38][N:37]([CH3:45])[N:36]=2)=[N:4][CH:5]=[C:6]([C:8]([F:11])([F:10])[F:9])[CH:7]=1. The yield is 0.750.